Dataset: Catalyst prediction with 721,799 reactions and 888 catalyst types from USPTO. Task: Predict which catalyst facilitates the given reaction. Reactant: [NH2:1][C:2]1[CH:23]=[CH:22][C:5]([O:6][C:7]2[CH:8]=[CH:9][C:10]3[N:11]([CH:13]=[C:14]([NH:16][C:17]([CH:19]4[CH2:21][CH2:20]4)=[O:18])[N:15]=3)[CH:12]=2)=[C:4]([F:24])[CH:3]=1.[CH3:25][C:26]1[C:31]([C:32]2[CH:37]=[CH:36][CH:35]=[CH:34][CH:33]=2)=[N+:30]([O-:38])[C:29]([C:39](O)=[O:40])=[CH:28][CH:27]=1.CN(C(ON1N=NC2C=CC=NC1=2)=[N+](C)C)C.F[P-](F)(F)(F)(F)F.C(N(CC)C(C)C)(C)C.C(=O)([O-])O.[Na+]. Product: [CH:19]1([C:17]([NH:16][C:14]2[N:15]=[C:10]3[CH:9]=[CH:8][C:7]([O:6][C:5]4[CH:22]=[CH:23][C:2]([NH:1][C:39]([C:29]5[N+:30]([O-:38])=[C:31]([C:32]6[CH:33]=[CH:34][CH:35]=[CH:36][CH:37]=6)[C:26]([CH3:25])=[CH:27][CH:28]=5)=[O:40])=[CH:3][C:4]=4[F:24])=[CH:12][N:11]3[CH:13]=2)=[O:18])[CH2:21][CH2:20]1. The catalyst class is: 42.